This data is from Catalyst prediction with 721,799 reactions and 888 catalyst types from USPTO. The task is: Predict which catalyst facilitates the given reaction. Reactant: [OH:1][C:2]1[CH:7]=[CH:6][C:5]([CH:8]=[CH:9][C:10]2[CH:15]=[CH:14][C:13]([OH:16])=[CH:12][CH:11]=2)=[CH:4][CH:3]=1. Product: [OH:1][C:2]1[CH:3]=[CH:4][C:5]([CH2:8][CH2:9][C:10]2[CH:15]=[CH:14][C:13]([OH:16])=[CH:12][CH:11]=2)=[CH:6][CH:7]=1. The catalyst class is: 515.